Dataset: Peptide-MHC class I binding affinity with 185,985 pairs from IEDB/IMGT. Task: Regression. Given a peptide amino acid sequence and an MHC pseudo amino acid sequence, predict their binding affinity value. This is MHC class I binding data. (1) The peptide sequence is MVFQNYALY. The MHC is HLA-A02:19 with pseudo-sequence HLA-A02:19. The binding affinity (normalized) is 0.0847. (2) The peptide sequence is ILIGFLVLWI. The MHC is HLA-A02:17 with pseudo-sequence HLA-A02:17. The binding affinity (normalized) is 0.260.